From a dataset of Peptide-MHC class I binding affinity with 185,985 pairs from IEDB/IMGT. Regression. Given a peptide amino acid sequence and an MHC pseudo amino acid sequence, predict their binding affinity value. This is MHC class I binding data. (1) The peptide sequence is MEKLRIKGM. The MHC is HLA-B08:01 with pseudo-sequence HLA-B08:01. The binding affinity (normalized) is 0.719. (2) The peptide sequence is HCIDKTPGL. The MHC is HLA-B08:01 with pseudo-sequence HLA-B08:01. The binding affinity (normalized) is 0.0847. (3) The binding affinity (normalized) is 0.321. The peptide sequence is IPQSLDSWWESL. The MHC is H-2-Ld with pseudo-sequence H-2-Ld. (4) The peptide sequence is HPRQFLAFL. The MHC is HLA-B38:01 with pseudo-sequence HLA-B38:01. The binding affinity (normalized) is 0.0847. (5) The peptide sequence is HTQGYFPDWQ. The MHC is HLA-B54:01 with pseudo-sequence HLA-B54:01. The binding affinity (normalized) is 0. (6) The peptide sequence is DEDDSEPVL. The MHC is HLA-B40:01 with pseudo-sequence HLA-B40:01. The binding affinity (normalized) is 0.545. (7) The peptide sequence is MVFILLPQR. The MHC is HLA-A31:01 with pseudo-sequence HLA-A31:01. The binding affinity (normalized) is 0.741. (8) The peptide sequence is TARPKRWLL. The MHC is HLA-A02:01 with pseudo-sequence HLA-A02:01. The binding affinity (normalized) is 0. (9) The peptide sequence is KTALTGAMR. The MHC is HLA-A31:01 with pseudo-sequence HLA-A31:01. The binding affinity (normalized) is 0.744.